This data is from Full USPTO retrosynthesis dataset with 1.9M reactions from patents (1976-2016). The task is: Predict the reactants needed to synthesize the given product. (1) Given the product [CH3:19][Si:18]([CH3:21])([CH3:20])[CH2:17][CH2:16][O:15][CH2:14][N:1]1[C:5]2[CH:6]=[CH:7][C:8]([NH2:10])=[CH:9][C:4]=2[N:3]=[N:2]1, predict the reactants needed to synthesize it. The reactants are: [NH:1]1[C:5]2[CH:6]=[CH:7][C:8]([NH2:10])=[CH:9][C:4]=2[N:3]=[N:2]1.[H-].[Na+].Cl[CH2:14][O:15][CH2:16][CH2:17][Si:18]([CH3:21])([CH3:20])[CH3:19]. (2) Given the product [Cl:20][C:17]1[CH:18]=[CH:19][C:14]([CH:7]([NH:6][C:4]([CH2:3][NH:2][C:28](=[O:29])[C:27]2[CH:31]=[CH:32][C:24]([O:23][C:22]([F:21])([F:33])[F:34])=[CH:25][CH:26]=2)=[O:5])[C:8]2[CH:13]=[CH:12][CH:11]=[CH:10][CH:9]=2)=[CH:15][CH:16]=1, predict the reactants needed to synthesize it. The reactants are: Cl.[NH2:2][CH2:3][C:4]([NH:6][CH:7]([C:14]1[CH:19]=[CH:18][C:17]([Cl:20])=[CH:16][CH:15]=1)[C:8]1[CH:13]=[CH:12][CH:11]=[CH:10][CH:9]=1)=[O:5].[F:21][C:22]([F:34])([F:33])[O:23][C:24]1[CH:32]=[CH:31][C:27]([C:28](O)=[O:29])=[CH:26][CH:25]=1. (3) Given the product [CH2:35]([CH:34]([C:33]1[C:28]2[N:29]([C:25]([C:23]3[S:24][C:20]([C:4]4[N:3]([N:2]([CH3:8])[CH3:1])[CH:7]=[CH:6][CH:5]=4)=[CH:21][C:22]=3[CH3:41])=[C:26]([CH3:40])[N:27]=2)[N:30]=[C:31]([CH3:39])[CH:32]=1)[CH2:37][CH3:38])[CH3:36], predict the reactants needed to synthesize it. The reactants are: [CH3:1][N:2]([CH3:8])[N:3]1[CH:7]=[CH:6][CH:5]=[CH:4]1.C1COCC1.[Li]CCCC.Br[C:20]1[S:24][C:23]([C:25]2[N:29]3[N:30]=[C:31]([CH3:39])[CH:32]=[C:33]([CH:34]([CH2:37][CH3:38])[CH2:35][CH3:36])[C:28]3=[N:27][C:26]=2[CH3:40])=[C:22]([CH3:41])[CH:21]=1. (4) The reactants are: [CH2:1]([O:8][C:9](=[O:16])[NH:10][C@@H:11]([CH3:15])[C:12]([NH2:14])=S)[C:2]1[CH:7]=[CH:6][CH:5]=[CH:4][CH:3]=1.[CH:17]([NH:19][NH2:20])=O. Given the product [N:19]1[N:20]=[C:12]([C@@H:11]([NH:10][C:9](=[O:16])[O:8][CH2:1][C:2]2[CH:3]=[CH:4][CH:5]=[CH:6][CH:7]=2)[CH3:15])[NH:14][CH:17]=1, predict the reactants needed to synthesize it. (5) Given the product [OH:4][CH2:3][CH2:2][N:1]([CH2:5][CH2:6][OH:7])[C:26](=[O:27])[O:25][CH2:24][C:21]1[CH:22]=[CH:23][CH:18]=[CH:19][CH:20]=1, predict the reactants needed to synthesize it. The reactants are: [NH:1]([CH2:5][CH2:6][OH:7])[CH2:2][CH2:3][OH:4].C(=O)([O-])[O-].[Na+].[Na+].CC(C)=O.[CH:18]1[CH:23]=[CH:22][C:21]([CH2:24][O:25][C:26](Cl)=[O:27])=[CH:20][CH:19]=1. (6) Given the product [C:1]([O:5][C:6]([N:8]1[C@H:12]([CH2:13][C:14]2[CH:15]=[CH:16][C:17]([C:20]3[CH:21]=[CH:22][CH:23]=[CH:24][CH:25]=3)=[CH:18][CH:19]=2)[CH2:11][C:10](=[CH2:26])[C:9]1=[O:34])=[O:7])([CH3:4])([CH3:3])[CH3:2], predict the reactants needed to synthesize it. The reactants are: [C:1]([O:5][C:6]([N:8]1[C@H:12]([CH2:13][C:14]2[CH:19]=[CH:18][C:17]([C:20]3[CH:25]=[CH:24][CH:23]=[CH:22][CH:21]=3)=[CH:16][CH:15]=2)[CH2:11]/[C:10](=[CH:26]\N(C(C)C)C(C)C)/[C:9]1=[O:34])=[O:7])([CH3:4])([CH3:3])[CH3:2].Cl.O.